This data is from NCI-60 drug combinations with 297,098 pairs across 59 cell lines. The task is: Regression. Given two drug SMILES strings and cell line genomic features, predict the synergy score measuring deviation from expected non-interaction effect. (1) Cell line: HT29. Drug 1: CC1=C(C(CCC1)(C)C)C=CC(=CC=CC(=CC(=O)O)C)C. Synergy scores: CSS=7.76, Synergy_ZIP=3.92, Synergy_Bliss=4.84, Synergy_Loewe=6.51, Synergy_HSA=-0.135. Drug 2: C(CN)CNCCSP(=O)(O)O. (2) Drug 1: C1CC(=O)NC(=O)C1N2CC3=C(C2=O)C=CC=C3N. Drug 2: CCCCCOC(=O)NC1=NC(=O)N(C=C1F)C2C(C(C(O2)C)O)O. Cell line: SK-MEL-2. Synergy scores: CSS=-6.51, Synergy_ZIP=-1.91, Synergy_Bliss=-10.7, Synergy_Loewe=-11.1, Synergy_HSA=-10.5. (3) Drug 1: C(=O)(N)NO. Synergy scores: CSS=9.59, Synergy_ZIP=2.58, Synergy_Bliss=7.09, Synergy_Loewe=-0.798, Synergy_HSA=2.67. Cell line: RPMI-8226. Drug 2: C1CC(=O)NC(=O)C1N2C(=O)C3=CC=CC=C3C2=O. (4) Drug 1: CN(C)N=NC1=C(NC=N1)C(=O)N. Drug 2: C(CCl)NC(=O)N(CCCl)N=O. Cell line: KM12. Synergy scores: CSS=6.06, Synergy_ZIP=-6.38, Synergy_Bliss=-8.80, Synergy_Loewe=-10.4, Synergy_HSA=-8.57. (5) Drug 1: C1=NC2=C(N=C(N=C2N1C3C(C(C(O3)CO)O)F)Cl)N. Drug 2: COC1=C2C(=CC3=C1OC=C3)C=CC(=O)O2. Cell line: UACC-257. Synergy scores: CSS=6.37, Synergy_ZIP=-2.26, Synergy_Bliss=-0.648, Synergy_Loewe=-8.17, Synergy_HSA=-0.403.